Dataset: Reaction yield outcomes from USPTO patents with 853,638 reactions. Task: Predict the reaction yield, written as a fraction of the theoretical maximum amount of product (1.0 means a 100% yield; for example, 0.34 means a 34% yield). (1) The reactants are [Si:1]([O:8][CH2:9][C:10]1[N:15]=[C:14]([CH3:16])[C:13]([N+:17]([O-])=O)=[CH:12][CH:11]=1)([C:4]([CH3:7])([CH3:6])[CH3:5])([CH3:3])[CH3:2]. The catalyst is CO.[Pd]. The product is [Si:1]([O:8][CH2:9][C:10]1[N:15]=[C:14]([CH3:16])[C:13]([NH2:17])=[CH:12][CH:11]=1)([C:4]([CH3:7])([CH3:6])[CH3:5])([CH3:3])[CH3:2]. The yield is 0.950. (2) The yield is 0.490. The reactants are [H-].[Al+3].[Li+].[H-].[H-].[H-].[CH2:7]([N:14]1[C:20](=O)[C:19]2[CH:22]=[CH:23][C:24]([O:26][C:27]3[CH:32]=[CH:31][CH:30]=[C:29]([Cl:33])[CH:28]=3)=[N:25][C:18]=2[O:17][CH2:16][CH2:15]1)[C:8]1[CH:13]=[CH:12][CH:11]=[CH:10][CH:9]=1.[OH-].[Na+].[Cl-].[NH4+]. The product is [CH2:7]([N:14]1[CH2:20][C:19]2[CH:22]=[CH:23][C:24]([O:26][C:27]3[CH:32]=[CH:31][CH:30]=[C:29]([Cl:33])[CH:28]=3)=[N:25][C:18]=2[O:17][CH2:16][CH2:15]1)[C:8]1[CH:13]=[CH:12][CH:11]=[CH:10][CH:9]=1. The catalyst is C1COCC1.C(OCC)C.O. (3) The reactants are Cl[CH:2]([C:45]1[CH:50]=[CH:49][C:48]([O:51][CH2:52][CH2:53][CH2:54][CH2:55][CH2:56][CH2:57][CH2:58][CH2:59][CH2:60][CH2:61][CH2:62][CH2:63][O:64][CH2:65][CH2:66][CH2:67][CH2:68][CH2:69][CH2:70][CH2:71][CH2:72][CH2:73][CH2:74][CH2:75][CH2:76][CH2:77][CH2:78][CH2:79][CH2:80][CH2:81][CH2:82][CH2:83][CH2:84][CH2:85][CH3:86])=[CH:47][CH:46]=1)[C:3]1[CH:8]=[CH:7][C:6]([O:9][CH2:10][CH2:11][CH2:12][CH2:13][CH2:14][CH2:15][CH2:16][CH2:17][CH2:18][CH2:19][CH2:20][CH2:21][O:22][CH2:23][CH2:24][CH2:25][CH2:26][CH2:27][CH2:28][CH2:29][CH2:30][CH2:31][CH2:32][CH2:33][CH2:34][CH2:35][CH2:36][CH2:37][CH2:38][CH2:39][CH2:40][CH2:41][CH2:42][CH2:43][CH3:44])=[CH:5][CH:4]=1.CN(C=O)C.[N-:92]=[N+:93]=[N-:94].[Na+]. The catalyst is C(Cl)(Cl)Cl. The product is [N:92]([CH:2]([C:45]1[CH:50]=[CH:49][C:48]([O:51][CH2:52][CH2:53][CH2:54][CH2:55][CH2:56][CH2:57][CH2:58][CH2:59][CH2:60][CH2:61][CH2:62][CH2:63][O:64][CH2:65][CH2:66][CH2:67][CH2:68][CH2:69][CH2:70][CH2:71][CH2:72][CH2:73][CH2:74][CH2:75][CH2:76][CH2:77][CH2:78][CH2:79][CH2:80][CH2:81][CH2:82][CH2:83][CH2:84][CH2:85][CH3:86])=[CH:47][CH:46]=1)[C:3]1[CH:8]=[CH:7][C:6]([O:9][CH2:10][CH2:11][CH2:12][CH2:13][CH2:14][CH2:15][CH2:16][CH2:17][CH2:18][CH2:19][CH2:20][CH2:21][O:22][CH2:23][CH2:24][CH2:25][CH2:26][CH2:27][CH2:28][CH2:29][CH2:30][CH2:31][CH2:32][CH2:33][CH2:34][CH2:35][CH2:36][CH2:37][CH2:38][CH2:39][CH2:40][CH2:41][CH2:42][CH2:43][CH3:44])=[CH:5][CH:4]=1)=[N+:93]=[N-:94]. The yield is 0.890. (4) The reactants are C1C2C(=CC=CC=2)C=CC=1.[Li].C([O:19][CH2:20][C@@H:21]([C:29]1[CH:34]=[CH:33][CH:32]=[CH:31][CH:30]=1)[C:22]([NH:24][CH2:25][CH2:26][CH:27]=[CH2:28])=[O:23])C1C=CC=CC=1. The catalyst is C1COCC1.[Cl-].[NH4+].O. The product is [CH2:25]([NH:24][C:22](=[O:23])[C@H:21]([C:29]1[CH:30]=[CH:31][CH:32]=[CH:33][CH:34]=1)[CH2:20][OH:19])[CH2:26][CH:27]=[CH2:28]. The yield is 0.890. (5) The reactants are [OH:1][C:2]1[CH:14]=[CH:13][C:5]2[N:6]=[C:7]([S:9]([NH2:12])(=[O:11])=[O:10])[S:8][C:4]=2[CH:3]=1.CO[CH:17](OC)[N:18]([CH3:20])[CH3:19].[H-].[Na+].[CH2:25](Br)[C:26]#[CH:27]. The catalyst is CN(C=O)C. The product is [CH3:17][N:18]([CH3:20])[CH:19]=[N:12][S:9]([C:7]1[S:8][C:4]2[CH:3]=[C:2]([O:1][CH2:27][C:26]#[CH:25])[CH:14]=[CH:13][C:5]=2[N:6]=1)(=[O:11])=[O:10]. The yield is 0.374.